This data is from Full USPTO retrosynthesis dataset with 1.9M reactions from patents (1976-2016). The task is: Predict the reactants needed to synthesize the given product. (1) Given the product [NH2:6][C:7]1[C:12]([F:13])=[CH:11][N:10]([CH2:2][CH:3]2[CH2:5][CH2:4]2)[C:9](=[O:14])[N:8]=1, predict the reactants needed to synthesize it. The reactants are: Br[CH2:2][CH:3]1[CH2:5][CH2:4]1.[NH2:6][C:7]1[C:12]([F:13])=[CH:11][N:10]=[C:9]([OH:14])[N:8]=1.C([O-])([O-])=O.[K+].[K+]. (2) Given the product [CH2:1]([O:8][C:9]1[CH:14]=[CH:13][C:12]([C:15]2[CH:20]=[CH:19][C:18]([N:21]3[CH2:26][CH2:25][C:24](=[O:27])[CH2:23][CH2:22]3)=[CH:17][CH:16]=2)=[CH:11][CH:10]=1)[C:2]1[CH:3]=[CH:4][CH:5]=[CH:6][CH:7]=1, predict the reactants needed to synthesize it. The reactants are: [CH2:1]([O:8][C:9]1[CH:14]=[CH:13][C:12]([C:15]2[CH:20]=[CH:19][C:18]([N:21]3[CH2:26][CH2:25][C:24](OCC)([O:27]CC)[CH2:23][CH2:22]3)=[CH:17][CH:16]=2)=[CH:11][CH:10]=1)[C:2]1[CH:7]=[CH:6][CH:5]=[CH:4][CH:3]=1.Cl.[OH-].[Na+]. (3) Given the product [N:1]1([CH2:10][C@@H:12]2[CH2:16][CH2:15][CH2:14][N:13]2[CH2:17][C:18]2[CH:19]=[CH:20][C:21](/[CH:24]=[CH:25]/[C:26]([NH:28][OH:29])=[O:27])=[CH:22][CH:23]=2)[C:9]2[C:4](=[CH:5][CH:6]=[CH:7][CH:8]=2)[CH2:3][CH2:2]1, predict the reactants needed to synthesize it. The reactants are: [N:1]1([C:10]([C@H:12]2[CH2:16][CH2:15][CH2:14][N:13]2[CH2:17][C:18]2[CH:23]=[CH:22][C:21](/[CH:24]=[CH:25]/[C:26]([NH:28][OH:29])=[O:27])=[CH:20][CH:19]=2)=O)[C:9]2[C:4](=[CH:5][CH:6]=[CH:7][CH:8]=2)[CH2:3][CH2:2]1.N1(C([C@@H]2CCCN2CC2C=CC(/C=C/C(NO)=O)=CC=2)=O)C2C(=CC=CC=2)CC1. (4) Given the product [Br:12][CH2:10][C:9]([C:6]1[CH:5]=[N:4][C:3]([O:2][CH3:1])=[CH:8][N:7]=1)=[O:11], predict the reactants needed to synthesize it. The reactants are: [CH3:1][O:2][C:3]1[N:4]=[CH:5][C:6]([C:9](=[O:11])[CH3:10])=[N:7][CH:8]=1.[Br-:12].[Br-].[Br-].C([N+](CCCC)(CCCC)CCCC)CCC.C([N+](CCCC)(CCCC)CCCC)CCC.C([N+](CCCC)(CCCC)CCCC)CCC.S([O-])([O-])(=O)=S.[Na+].[Na+]. (5) Given the product [CH3:1][NH:2][S:3]([CH2:6][CH2:7][C:8]1[CH:9]=[CH:10][C:11]([NH2:14])=[C:12]([Br:22])[CH:13]=1)(=[O:4])=[O:5], predict the reactants needed to synthesize it. The reactants are: [CH3:1][NH:2][S:3]([CH2:6][CH2:7][C:8]1[CH:13]=[CH:12][C:11]([NH2:14])=[CH:10][CH:9]=1)(=[O:5])=[O:4].C1C(=O)N([Br:22])C(=O)C1.